This data is from Forward reaction prediction with 1.9M reactions from USPTO patents (1976-2016). The task is: Predict the product of the given reaction. (1) Given the reactants [Cl:1][C:2]1[CH:3]=[C:4]([C:9]2([C:26]([F:29])([F:28])[F:27])[O:13][N:12]=[C:11]([C:14]3[N:15]4[C:19]([C:20]([C:23](O)=[O:24])=[CH:21][CH:22]=3)=[CH:18][CH:17]=[CH:16]4)[CH2:10]2)[CH:5]=[C:6]([Cl:8])[CH:7]=1.CN(C(ON1N=NC2C=CC=NC1=2)=[N+](C)C)C.F[P-](F)(F)(F)(F)F.CCN(CC)CC.Cl.[NH2:62][CH2:63][C:64]1[CH:65]=[CH:66][C:67]2[C:71]([CH3:73])([CH3:72])[O:70][B:69]([OH:74])[C:68]=2[CH:75]=1, predict the reaction product. The product is: [Cl:1][C:2]1[CH:3]=[C:4]([C:9]2([C:26]([F:28])([F:27])[F:29])[O:13][N:12]=[C:11]([C:14]3[N:15]4[C:19]([C:20]([C:23]([NH:62][CH2:63][C:64]5[CH:65]=[CH:66][C:67]6[C:71]([CH3:73])([CH3:72])[O:70][B:69]([OH:74])[C:68]=6[CH:75]=5)=[O:24])=[CH:21][CH:22]=3)=[CH:18][CH:17]=[CH:16]4)[CH2:10]2)[CH:5]=[C:6]([Cl:8])[CH:7]=1. (2) Given the reactants [Cl:1][C:2]1[CH:7]=[CH:6][C:5]([C:8]2[N:9]=[C:10]3[CH:15]=[CH:14][CH:13]=[CH:12][N:11]3[C:16]=2[CH2:17][C:18]([NH:20][NH2:21])=O)=[CH:4][CH:3]=1.Cl.[N:23]1[CH:28]=[CH:27][CH:26]=[CH:25][C:24]=1[C:29](=N)[NH2:30].C([O-])(O)=O.[Na+], predict the reaction product. The product is: [Cl:1][C:2]1[CH:7]=[CH:6][C:5]([C:8]2[N:9]=[C:10]3[CH:15]=[CH:14][CH:13]=[CH:12][N:11]3[C:16]=2[CH2:17][C:18]2[NH:30][C:29]([C:24]3[CH:25]=[CH:26][CH:27]=[CH:28][N:23]=3)=[N:21][N:20]=2)=[CH:4][CH:3]=1. (3) Given the reactants [C:1]([N:4]1[CH:9]([CH2:10][N:11]2[CH2:16][CH2:15][CH2:14][CH2:13][S:12]2(=[O:18])=[O:17])[CH2:8][N:7]([CH2:19][C:20]2[CH:25]=[CH:24][C:23]([F:26])=[CH:22][CH:21]=2)[C:6](=[O:27])[CH2:5]1)(=[O:3])[CH3:2].[C:28](OCC)(=[O:34])[C:29](OCC)=[O:30].C[Si]([N-][Si](C)(C)C)(C)C.[Na+].C1COCC1, predict the reaction product. The product is: [O:17]=[S:12]1(=[O:18])[CH2:13][CH2:14][CH2:15][CH2:16][N:11]1[CH2:10][CH:9]1[N:4]2[C:1](=[O:3])[CH:2]=[C:28]([OH:34])[C:29]([OH:30])=[C:5]2[C:6](=[O:27])[N:7]([CH2:19][C:20]2[CH:21]=[CH:22][C:23]([F:26])=[CH:24][CH:25]=2)[CH2:8]1.